Dataset: Full USPTO retrosynthesis dataset with 1.9M reactions from patents (1976-2016). Task: Predict the reactants needed to synthesize the given product. (1) The reactants are: [CH2:1]([O:3][C:4]([C@@H:6]1[CH2:11][CH2:10][C@H:9]([O:12][C:13]2[C:25]([F:26])=[CH:24][C:16]([C:17]([O:19]C(C)(C)C)=[O:18])=[C:15]([F:27])[CH:14]=2)[CH2:8][CH2:7]1)=[O:5])[CH3:2].Cl. Given the product [CH2:1]([O:3][C:4]([C@@H:6]1[CH2:7][CH2:8][C@H:9]([O:12][C:13]2[C:25]([F:26])=[CH:24][C:16]([C:17]([OH:19])=[O:18])=[C:15]([F:27])[CH:14]=2)[CH2:10][CH2:11]1)=[O:5])[CH3:2], predict the reactants needed to synthesize it. (2) The reactants are: [CH2:1]([CH:8]1[CH2:15][NH:14][C:13](=[O:16])[C:12]2[CH:17]=[CH:18][CH:19]=[CH:20][C:11]=2[CH2:10][N:9]1[S:21]([C:24]1[CH:29]=[CH:28][CH:27]=[CH:26][C:25]=1[O:30][CH3:31])(=[O:23])=[O:22])[C:2]1[CH:7]=[CH:6][CH:5]=[CH:4][CH:3]=1.[H-].[Na+].[CH3:34]I. Given the product [CH2:1]([CH:8]1[CH2:15][N:14]([CH3:34])[C:13](=[O:16])[C:12]2[CH:17]=[CH:18][CH:19]=[CH:20][C:11]=2[CH2:10][N:9]1[S:21]([C:24]1[CH:29]=[CH:28][CH:27]=[CH:26][C:25]=1[O:30][CH3:31])(=[O:23])=[O:22])[C:2]1[CH:3]=[CH:4][CH:5]=[CH:6][CH:7]=1, predict the reactants needed to synthesize it. (3) Given the product [F:52][C:53]1[CH:54]=[C:55]2[C:59](=[CH:60][CH:61]=1)[N:58]([NH:62][C:15]([C:11]1[C:12]([CH3:14])=[N:13][C:8]([C:4]3[CH:5]=[CH:6][CH:7]=[C:2]([F:1])[CH:3]=3)=[N:9][CH:10]=1)=[O:17])[CH:57]=[C:56]2[CH3:63], predict the reactants needed to synthesize it. The reactants are: [F:1][C:2]1[CH:3]=[C:4]([C:8]2[N:13]=[C:12]([CH3:14])[C:11]([C:15]([OH:17])=O)=[CH:10][N:9]=2)[CH:5]=[CH:6][CH:7]=1.CN(C(ON1N=NC2C=CC(=CC1=2)Cl)=[N+](C)C)C.F[P-](F)(F)(F)(F)F.CCN(C(C)C)C(C)C.[F:52][C:53]1[CH:54]=[C:55]2[C:59](=[CH:60][CH:61]=1)[N:58]([NH2:62])[CH:57]=[C:56]2[CH3:63]. (4) Given the product [CH2:21]([O:28][CH2:29][N:30]1[C:34]2=[N:35][CH:36]=[CH:37][C:38]([O:8][C:3]3[CH:4]=[CH:5][C:6]([NH2:7])=[CH:1][CH:2]=3)=[C:33]2[CH:32]=[N:31]1)[C:22]1[CH:23]=[CH:24][CH:25]=[CH:26][CH:27]=1, predict the reactants needed to synthesize it. The reactants are: [CH:1]1[C:6]([NH2:7])=[CH:5][CH:4]=[C:3]([OH:8])[CH:2]=1.CC(C)([O-])C.[K+].C(=O)([O-])[O-].[K+].[K+].[CH2:21]([O:28][CH2:29][N:30]1[C:34]2=[N:35][CH:36]=[CH:37][C:38](Cl)=[C:33]2[CH:32]=[N:31]1)[C:22]1[CH:27]=[CH:26][CH:25]=[CH:24][CH:23]=1. (5) Given the product [Cl:1][C:2]1[N:3]=[C:4]([C:15]([O:20][CH2:21][CH3:22])=[O:19])[C:5]([CH3:14])=[C:6]([C:8]2[N:12]([CH3:13])[N:11]=[CH:10][CH:9]=2)[N:7]=1, predict the reactants needed to synthesize it. The reactants are: [Cl:1][C:2]1[N:7]=[C:6]([C:8]2[N:12]([CH3:13])[N:11]=[CH:10][CH:9]=2)[C:5]([CH3:14])=[CH:4][N:3]=1.[C:15]([O:20][CH2:21][CH3:22])(=[O:19])C(C)=O.S(=O)(=O)(O)O.OO. (6) Given the product [CH3:1][N:2]([CH2:4][C:5]1[N:9]([C:10]2[CH:11]=[CH:12][C:13]([N+:16]([O-:18])=[O:17])=[CH:14][CH:15]=2)[N:8]=[C:7]2[C:6]=1[C:31](=[O:32])[N:22]([C:23]1[N:24]=[N:25][C:26]([O:29][CH3:30])=[CH:27][CH:28]=1)[C:20](=[O:21])[NH:19]2)[CH3:3], predict the reactants needed to synthesize it. The reactants are: [CH3:1][N:2]([CH2:4][C:5]1[N:9]([C:10]2[CH:15]=[CH:14][C:13]([N+:16]([O-:18])=[O:17])=[CH:12][CH:11]=2)[N:8]=[C:7]([NH:19][C:20]([NH:22][C:23]2[N:24]=[N:25][C:26]([O:29][CH3:30])=[CH:27][CH:28]=2)=[O:21])[C:6]=1[C:31](OC)=[O:32])[CH3:3].C[O-].[Na+]. (7) Given the product [Si:25]([O:32][CH2:33][CH2:34][CH2:35][C:21]([CH3:23])([CH3:22])[C:20]#[N:24])([C:28]([CH3:31])([CH3:30])[CH3:29])([CH3:27])[CH3:26], predict the reactants needed to synthesize it. The reactants are: [Li+].CC([N-]C(C)C)C.C1COCC1.C1CCCCC1.[C:20](#[N:24])[CH:21]([CH3:23])[CH3:22].[Si:25]([O:32][CH2:33][CH2:34][CH2:35]Br)([C:28]([CH3:31])([CH3:30])[CH3:29])([CH3:27])[CH3:26]. (8) Given the product [CH3:1][NH:20][C:21]1[O:25][C:24]([C:26]2[C:35]3[C:30](=[CH:31][CH:32]=[CH:33][CH:34]=3)[CH:29]=[CH:28][CH:27]=2)=[N:23][C:22]=1[C:36]#[N:37], predict the reactants needed to synthesize it. The reactants are: [C:1]1(C(O)=O)C2C(=CC=CC=2)C=CC=1.NC(C#N)C#N.[NH2:20][C:21]1[O:25][C:24]([C:26]2[C:35]3[C:30](=[CH:31][CH:32]=[CH:33][CH:34]=3)[CH:29]=[CH:28][CH:27]=2)=[N:23][C:22]=1[C:36]#[N:37]. (9) Given the product [C:1]1([C:7](=[C:15]2[CH2:16][C:17]([CH3:24])([CH3:23])[CH2:18][C:19]([CH3:22])([CH3:21])[CH2:20]2)[C:8]2[CH:9]=[CH:10][C:11]([O:14][CH2:35][C:34]([O:33][CH2:31][CH3:32])=[O:37])=[CH:12][CH:13]=2)[CH:2]=[CH:3][CH:4]=[CH:5][CH:6]=1, predict the reactants needed to synthesize it. The reactants are: [C:1]1([C:7](=[C:15]2[CH2:20][C:19]([CH3:22])([CH3:21])[CH2:18][C:17]([CH3:24])([CH3:23])[CH2:16]2)[C:8]2[CH:13]=[CH:12][C:11]([OH:14])=[CH:10][CH:9]=2)[CH:6]=[CH:5][CH:4]=[CH:3][CH:2]=1.C([O-])([O-])=O.[K+].[K+].[CH2:31]([O:33][C:34](=[O:37])[CH2:35]Br)[CH3:32]. (10) Given the product [C:16]([O:19][CH2:20][CH:21]1[N:22]2[C:23]3[C:24]([C:11](=[O:13])[C:5]([C:6]([O:8][CH2:9][CH3:10])=[O:7])=[CH:4]2)=[CH:25][C:26]([I:30])=[CH:27][C:28]=3[CH2:29]1)(=[O:18])[CH3:17], predict the reactants needed to synthesize it. The reactants are: C(O[CH:4]=[C:5]([C:11]([O:13]CC)=O)[C:6]([O:8][CH2:9][CH3:10])=[O:7])C.[C:16]([O:19][CH2:20][CH:21]1[CH2:29][C:28]2[C:23](=[CH:24][CH:25]=[C:26]([I:30])[CH:27]=2)[NH:22]1)(=[O:18])[CH3:17].